From a dataset of Forward reaction prediction with 1.9M reactions from USPTO patents (1976-2016). Predict the product of the given reaction. The product is: [Cl:25][C:26]1[O:30][C:29]([C@@H:31]2[C:5]3=[C:6]4[N:7]([CH3:23])[C:8](=[O:22])[N:9]([CH3:21])[C:10](=[O:20])[C:11]4=[C:12]([C:13]4[CH:14]=[C:15]([CH3:19])[CH:16]=[CH:17][CH:18]=4)[N:4]3[CH2:3][C@H:2]([CH3:24])[O:1]2)=[CH:28][CH:27]=1. Given the reactants [OH:1][C@@H:2]([CH3:24])[CH2:3][N:4]1[C:12]([C:13]2[CH:14]=[C:15]([CH3:19])[CH:16]=[CH:17][CH:18]=2)=[C:11]2[C:6]([N:7]([CH3:23])[C:8](=[O:22])[N:9]([CH3:21])[C:10]2=[O:20])=[CH:5]1.[Cl:25][C:26]1[O:30][C:29]([CH:31]=O)=[CH:28][CH:27]=1, predict the reaction product.